This data is from Forward reaction prediction with 1.9M reactions from USPTO patents (1976-2016). The task is: Predict the product of the given reaction. Given the reactants [CH:1]1([C:4]2[C:5]([CH2:17][O:18][C:19]3[CH:24]=[CH:23][C:22]([C:25]4[C:29]([CH3:30])=[C:28]([C:31]([NH2:33])=O)[N:27]([CH3:34])[N:26]=4)=[CH:21][C:20]=3[CH3:35])=[C:6]([N:10]3[C:14](=[O:15])[N:13]([CH3:16])[N:12]=[N:11]3)[CH:7]=[CH:8][CH:9]=2)[CH2:3][CH2:2]1.N1C=CC=CC=1.P(Cl)(Cl)(Cl)=O, predict the reaction product. The product is: [CH:1]1([C:4]2[C:5]([CH2:17][O:18][C:19]3[CH:24]=[CH:23][C:22]([C:25]4[C:29]([CH3:30])=[C:28]([C:31]#[N:33])[N:27]([CH3:34])[N:26]=4)=[CH:21][C:20]=3[CH3:35])=[C:6]([N:10]3[C:14](=[O:15])[N:13]([CH3:16])[N:12]=[N:11]3)[CH:7]=[CH:8][CH:9]=2)[CH2:3][CH2:2]1.